From a dataset of Full USPTO retrosynthesis dataset with 1.9M reactions from patents (1976-2016). Predict the reactants needed to synthesize the given product. (1) Given the product [CH2:39]([O:38][C:4]1[CH:3]=[CH:2][CH:7]=[CH:6][C:5]=1[C:9]1[CH:14]=[CH:13][N:12]=[CH:11][C:10]=1[NH:15][CH3:32])[C:41]1[CH:46]=[CH:45][CH:44]=[CH:43][CH:42]=1, predict the reactants needed to synthesize it. The reactants are: F[C:2]1[C:7](F)=[CH:6][C:5]([C:9]2[CH:14]=[CH:13][N:12]=[CH:11][C:10]=2[N:15]([CH2:32]CS(C)(=O)=O)C(=O)C2C=C(C(F)(F)F)N=C(C(F)(F)F)C=2)=[C:4]([O:38][CH3:39])[CH:3]=1.C(O[C:41]1[CH:46]=[CH:45][CH:44]=[CH:43][C:42]=1B(O)O)[C:41]1[CH:46]=[CH:45][CH:44]=[CH:43][CH:42]=1. (2) Given the product [CH2:1]([C:5]1[N:6]=[C:7]([NH:10][S:18]([C:14]2[CH:15]=[CH:16][CH:17]=[C:12]([Cl:11])[C:13]=2[CH3:22])(=[O:19])=[O:20])[S:8][CH:9]=1)[CH2:2][CH2:3][CH3:4], predict the reactants needed to synthesize it. The reactants are: [CH2:1]([C:5]1[N:6]=[C:7]([NH2:10])[S:8][CH:9]=1)[CH2:2][CH2:3][CH3:4].[Cl:11][C:12]1[C:13]([CH3:22])=[C:14]([S:18](Cl)(=[O:20])=[O:19])[CH:15]=[CH:16][CH:17]=1. (3) Given the product [F:21][C:15]1[CH:16]=[C:17]([F:20])[CH:18]=[C:19]2[C:14]=1[CH:13]=[CH:12][C:11](=[O:22])[N:10]2[CH2:9][CH2:8][N:5]1[CH2:4][CH2:3][CH:2]([NH:1][C:33]([C:31]2[CH:30]=[CH:29][C:28]3[N:24]([CH3:23])[N:25]=[N:26][C:27]=3[CH:32]=2)=[O:34])[CH2:7][CH2:6]1, predict the reactants needed to synthesize it. The reactants are: [NH2:1][CH:2]1[CH2:7][CH2:6][N:5]([CH2:8][CH2:9][N:10]2[C:19]3[C:14](=[C:15]([F:21])[CH:16]=[C:17]([F:20])[CH:18]=3)[CH:13]=[CH:12][C:11]2=[O:22])[CH2:4][CH2:3]1.[CH3:23][N:24]1[C:28]2[CH:29]=[CH:30][C:31]([C:33](O)=[O:34])=[CH:32][C:27]=2[N:26]=[N:25]1.C(Cl)CCl.C1C=CC2N(O)N=NC=2C=1. (4) Given the product [C:33]([O:32][C:31](=[O:37])[NH:30][C:26]1([C:23]2[CH:24]=[CH:25][C:20]([C:19]3[N:5]4[C:6]5[CH:18]=[CH:17][CH:16]=[N:15][C:7]=5[NH:8][C:9]5[CH:14]=[CH:13][CH:12]=[CH:11][C:10]=5[C:4]4=[N:3][C:2]=3[C:49]3[CH:50]=[CH:51][C:46]([O:45][CH2:38][C:39]4[CH:44]=[CH:43][CH:42]=[CH:41][CH:40]=4)=[CH:47][CH:48]=3)=[CH:21][CH:22]=2)[CH2:27][CH2:28][CH2:29]1)([CH3:36])([CH3:35])[CH3:34], predict the reactants needed to synthesize it. The reactants are: Cl[C:2]1[N:3]=[C:4]2[C:10]3[CH:11]=[CH:12][CH:13]=[CH:14][C:9]=3[NH:8][C:7]3[N:15]=[CH:16][CH:17]=[CH:18][C:6]=3[N:5]2[C:19]=1[C:20]1[CH:25]=[CH:24][C:23]([C:26]2([NH:30][C:31](=[O:37])[O:32][C:33]([CH3:36])([CH3:35])[CH3:34])[CH2:29][CH2:28][CH2:27]2)=[CH:22][CH:21]=1.[CH2:38]([O:45][C:46]1[CH:51]=[CH:50][C:49](B(O)O)=[CH:48][CH:47]=1)[C:39]1[CH:44]=[CH:43][CH:42]=[CH:41][CH:40]=1.C([O-])([O-])=O.[Na+].[Na+]. (5) Given the product [CH2:15]([O:14][C:12]([C:11]1[N:1]=[C:2]2[CH:7]=[CH:6][CH:5]=[C:4]([CH3:8])[N:3]2[CH:10]=1)=[O:13])[CH3:16], predict the reactants needed to synthesize it. The reactants are: [NH2:1][C:2]1[CH:7]=[CH:6][CH:5]=[C:4]([CH3:8])[N:3]=1.Br[CH2:10][C:11](=O)[C:12]([O:14][CH2:15][CH3:16])=[O:13].